Dataset: Catalyst prediction with 721,799 reactions and 888 catalyst types from USPTO. Task: Predict which catalyst facilitates the given reaction. Reactant: [CH2:1]([NH:8][C:9]([C:11]1[S:15][C:14]([N:16]2[CH:21]=[CH:20][C:19]([OH:22])=[CH:18][C:17]2=[O:23])=[N:13][C:12]=1[CH3:24])=[O:10])[C:2]1[CH:7]=[CH:6][CH:5]=[CH:4][CH:3]=1.C(=O)([O-])[O-].[Cs+].[Cs+].Cl[CH2:32][C:33]1[O:34][C:35]([C:38]2[CH:43]=[CH:42][CH:41]=[CH:40][CH:39]=2)=[N:36][N:37]=1. Product: [CH2:1]([NH:8][C:9]([C:11]1[S:15][C:14]([N:16]2[CH:21]=[CH:20][C:19]([O:22][CH2:32][C:33]3[O:34][C:35]([C:38]4[CH:39]=[CH:40][CH:41]=[CH:42][CH:43]=4)=[N:36][N:37]=3)=[CH:18][C:17]2=[O:23])=[N:13][C:12]=1[CH3:24])=[O:10])[C:2]1[CH:7]=[CH:6][CH:5]=[CH:4][CH:3]=1. The catalyst class is: 9.